Task: Predict the product of the given reaction.. Dataset: Forward reaction prediction with 1.9M reactions from USPTO patents (1976-2016) (1) Given the reactants [CH3:1][C:2]1[C:7]([CH:8]2[CH2:13][CH:12]([S:14]([C:17]3[CH:22]=[CH:21][CH:20]=[C:19]([C:23]([F:26])([F:25])[F:24])[CH:18]=3)(=[O:16])=[O:15])[CH2:11][CH2:10][O:9]2)=[CH:6][CH:5]=[C:4]([CH3:27])[N:3]=1.O([C:30](C)(C)[CH3:31])[K].C(I)C, predict the reaction product. The product is: [CH2:30]([C:12]1([S:14]([C:17]2[CH:22]=[CH:21][CH:20]=[C:19]([C:23]([F:26])([F:24])[F:25])[CH:18]=2)(=[O:15])=[O:16])[CH2:11][CH2:10][O:9][CH:8]([C:7]2[C:2]([CH3:1])=[N:3][C:4]([CH3:27])=[CH:5][CH:6]=2)[CH2:13]1)[CH3:31]. (2) Given the reactants [O:1]=[C:2]([C:15]1[CH:20]=[CH:19][CH:18]=[CH:17][CH:16]=1)[CH2:3][NH:4][C:5]([C:7]1[C:11]([N+:12]([O-:14])=[O:13])=[CH:10][NH:9][N:8]=1)=[O:6].[O:21]1[CH:26]=[CH:25][CH2:24][CH2:23][CH2:22]1.C1(C)C=CC(S(O)(=O)=O)=CC=1, predict the reaction product. The product is: [O:1]=[C:2]([C:15]1[CH:20]=[CH:19][CH:18]=[CH:17][CH:16]=1)[CH2:3][NH:4][C:5]([C:7]1[C:11]([N+:12]([O-:14])=[O:13])=[CH:10][N:9]([CH:22]2[CH2:23][CH2:24][CH2:25][CH2:26][O:21]2)[N:8]=1)=[O:6]. (3) The product is: [CH2:16]([N:20]1[C:19]([CH:22]=[O:23])=[CH:18][N:9]=[C:7]1[C:1]1[CH:6]=[CH:5][CH:4]=[CH:3][CH:2]=1)[CH3:13]. Given the reactants [C:1]1([C:7]([NH2:9])=O)[CH:6]=[CH:5][CH:4]=[CH:3][CH:2]=1.C(N)C.[CH:13]1([C:16]2[N:20](C)[C:19]([CH:22]=[O:23])=[CH:18]N=2)CC1, predict the reaction product. (4) The product is: [NH2:1][CH2:4][C:5]1([CH2:9][O:10][C:11]2[C:16]([O:17][CH3:18])=[C:15]([O:19][CH3:20])[CH:14]=[CH:13][C:12]=2[C:21]2[CH:29]=[CH:28][CH:27]=[C:26]3[C:22]=2[CH2:23][CH2:24][C:25]3=[O:30])[CH2:6][O:7][CH2:8]1. Given the reactants [N:1]([CH2:4][C:5]1([CH2:9][O:10][C:11]2[C:16]([O:17][CH3:18])=[C:15]([O:19][CH3:20])[CH:14]=[CH:13][C:12]=2[C:21]2[CH:29]=[CH:28][CH:27]=[C:26]3[C:22]=2[CH2:23][CH2:24][C:25]3=[O:30])[CH2:8][O:7][CH2:6]1)=[N+]=[N-].C1(P(C2C=CC=CC=2)C2C=CC=CC=2)C=CC=CC=1.O, predict the reaction product. (5) Given the reactants [NH2:1][C:2]1[CH:11]=[CH:10][CH:9]=[C:8]2[C:3]=1[CH:4]=[CH:5][N:6]([CH2:13][CH2:14][N:15]([CH3:17])[CH3:16])[C:7]2=[O:12].CN(C(ON1N=NC2C=CC=NC1=2)=[N+](C)C)C.F[P-](F)(F)(F)(F)F.[CH3:42][C:43]1[CH:48]=[CH:47][C:46]([CH2:49][CH2:50][C:51](O)=[O:52])=[CH:45][CH:44]=1.CCN(C(C)C)C(C)C, predict the reaction product. The product is: [CH3:16][N:15]([CH3:17])[CH2:14][CH2:13][N:6]1[CH:5]=[CH:4][C:3]2[C:8](=[CH:9][CH:10]=[CH:11][C:2]=2[NH:1][C:51](=[O:52])[CH2:50][CH2:49][C:46]2[CH:47]=[CH:48][C:43]([CH3:42])=[CH:44][CH:45]=2)[C:7]1=[O:12]. (6) Given the reactants [OH:1][C:2]1[C:11]2[C:6](=[CH:7][CH:8]=[CH:9][CH:10]=2)[C:5]([OH:12])=[CH:4][C:3]=1[C:13]([O:15][CH3:16])=[O:14].S([O-])([O-])(=O)=O.[Mg+2], predict the reaction product. The product is: [O:1]=[C:2]1[C:11]2[C:6](=[CH:7][CH:8]=[CH:9][CH:10]=2)[C:5](=[O:12])[CH:4]=[C:3]1[C:13]([O:15][CH3:16])=[O:14]. (7) Given the reactants [H-].[Na+].[C:3](=[O:8])([O:6][CH3:7])OC.[Cl:9][C:10]1[CH:30]=[CH:29][C:13]([CH2:14][C:15]2[N:16]=[C:17]([C:23]3[CH:28]=[CH:27][N:26]=[CH:25][CH:24]=3)[S:18][C:19]=2[C:20](=[O:22])[CH3:21])=[CH:12][CH:11]=1.[CH2:31]1COCC1, predict the reaction product. The product is: [Cl:9][C:10]1[CH:11]=[CH:12][C:13]([CH2:14][C:15]2[N:16]=[C:17]([C:23]3[CH:28]=[CH:27][N:26]=[CH:25][CH:24]=3)[S:18][C:19]=2[C:20](=[O:22])[CH2:21][C:3]([O:6][CH2:7][CH3:31])=[O:8])=[CH:29][CH:30]=1. (8) Given the reactants [Cl:1][C:2]1[CH:3]=[CH:4][C:5]2[N:6]([N:12]=[C:13]([N:15]3[CH2:19][CH2:18][CH2:17][CH2:16]3)[CH:14]=2)[C:7]=1[Si:8]([CH3:11])([CH3:10])[CH3:9].[Br:20]N1C(=O)CCC1=O.C(=O)(O)[O-].[Na+], predict the reaction product. The product is: [Br:20][C:14]1[C:13]([N:15]2[CH2:16][CH2:17][CH2:18][CH2:19]2)=[N:12][N:6]2[C:7]([Si:8]([CH3:11])([CH3:10])[CH3:9])=[C:2]([Cl:1])[CH:3]=[CH:4][C:5]=12. (9) Given the reactants [CH:1]([C:4]1[O:5][CH:6]=[C:7](/[CH:9]=[CH:10]/[C:11]2[C:12]([O:22]COC)=[N:13][N:14]([C:16]3[CH:21]=[CH:20][CH:19]=[CH:18][CH:17]=3)[CH:15]=2)[N:8]=1)([CH3:3])[CH3:2].[ClH:26], predict the reaction product. The product is: [ClH:26].[CH:1]([C:4]1[O:5][CH:6]=[C:7](/[CH:9]=[CH:10]/[C:11]2[C:12]([OH:22])=[N:13][N:14]([C:16]3[CH:17]=[CH:18][CH:19]=[CH:20][CH:21]=3)[CH:15]=2)[N:8]=1)([CH3:3])[CH3:2].